This data is from Catalyst prediction with 721,799 reactions and 888 catalyst types from USPTO. The task is: Predict which catalyst facilitates the given reaction. Reactant: [Br:1][C:2]1[C:3]([Cl:11])=[N:4][CH:5]=[C:6]([N+:8]([O-])=O)[CH:7]=1.[Cl-].[NH4+]. Product: [Br:1][C:2]1[CH:7]=[C:6]([NH2:8])[CH:5]=[N:4][C:3]=1[Cl:11]. The catalyst class is: 284.